From a dataset of Reaction yield outcomes from USPTO patents with 853,638 reactions. Predict the reaction yield, written as a fraction of the theoretical maximum amount of product (1.0 means a 100% yield; for example, 0.34 means a 34% yield). (1) The catalyst is C(#N)C.C(Cl)Cl. The yield is 0.950. The product is [Br:28][C:3]1[N:4]2[CH2:9][CH2:8][N:7]([C:10]([O:12][C:13]([CH3:14])([CH3:15])[CH3:16])=[O:11])[CH2:6][C:5]2=[C:1]([C:17]([O:19][CH3:20])=[O:18])[N:2]=1. The reactants are [C:1]1([C:17]([O:19][CH3:20])=[O:18])[N:2]=[CH:3][N:4]2[CH2:9][CH2:8][N:7]([C:10]([O:12][C:13]([CH3:16])([CH3:15])[CH3:14])=[O:11])[CH2:6][C:5]=12.C1C(=O)N([Br:28])C(=O)C1. (2) The reactants are Cl[C:2]1[N:7]=[C:6]([NH2:8])[N:5]=[C:4]([NH:9][C:10]2[CH:15]=[CH:14][C:13]([O:16][C:17]3[CH:22]=[CH:21][N:20]=[C:19]([C:23]([F:26])([F:25])[F:24])[CH:18]=3)=[CH:12][CH:11]=2)[CH:3]=1.CC1(C)C(C)(C)OB(/[CH:35]=[CH:36]/[C:37]2[CH:42]=[CH:41][C:40]([N+:43]([O-:45])=[O:44])=[CH:39][CH:38]=2)O1.C([O-])([O-])=O.[Na+].[Na+]. The catalyst is CC(N(C)C)=O. The product is [N+:43]([C:40]1[CH:41]=[CH:42][C:37](/[CH:36]=[CH:35]/[C:2]2[N:7]=[C:6]([NH2:8])[N:5]=[C:4]([NH:9][C:10]3[CH:15]=[CH:14][C:13]([O:16][C:17]4[CH:22]=[CH:21][N:20]=[C:19]([C:23]([F:26])([F:25])[F:24])[CH:18]=4)=[CH:12][CH:11]=3)[CH:3]=2)=[CH:38][CH:39]=1)([O-:45])=[O:44]. The yield is 0.310. (3) The reactants are [CH:1]([C:3]1[CH:12]=[CH:11][C:6]([C:7]([O:9][CH3:10])=[O:8])=[CH:5][CH:4]=1)=O.[NH2:13][C:14]1[S:15][C:16]([CH3:19])=[N:17][N:18]=1.C([O:22][C:23](=O)[C:24]([OH:36])=[CH:25][C:26]([C:28]1[CH:33]=[CH:32][C:31]([O:34][CH3:35])=[CH:30][CH:29]=1)=[O:27])C. No catalyst specified. The product is [CH3:10][O:9][C:7](=[O:8])[C:6]1[CH:11]=[CH:12][C:3]([CH:1]2[C:25]([C:26](=[O:27])[C:28]3[CH:33]=[CH:32][C:31]([O:34][CH3:35])=[CH:30][CH:29]=3)=[C:24]([OH:36])[C:23](=[O:22])[N:13]2[C:14]2[S:15][C:16]([CH3:19])=[N:17][N:18]=2)=[CH:4][CH:5]=1. The yield is 0.250.